Dataset: Peptide-MHC class I binding affinity with 185,985 pairs from IEDB/IMGT. Task: Regression. Given a peptide amino acid sequence and an MHC pseudo amino acid sequence, predict their binding affinity value. This is MHC class I binding data. (1) The peptide sequence is IDYDCVSFCY. The MHC is HLA-B44:02 with pseudo-sequence HLA-B44:02. The binding affinity (normalized) is 0.321. (2) The peptide sequence is LVKMINHLK. The MHC is HLA-B51:01 with pseudo-sequence HLA-B51:01. The binding affinity (normalized) is 0. (3) The MHC is HLA-B40:01 with pseudo-sequence HLA-B40:01. The binding affinity (normalized) is 0.308. The peptide sequence is SEIQLQRLC.